Dataset: Full USPTO retrosynthesis dataset with 1.9M reactions from patents (1976-2016). Task: Predict the reactants needed to synthesize the given product. (1) Given the product [Cl:19][C:20]1[CH:21]=[C:22]([C:2]2[CH:7]=[CH:6][CH:5]=[C:4]([C:8]3([CH3:18])[CH2:13][N:12]4[CH:14]=[CH:15][N:16]=[C:11]4[C:10]([NH2:17])=[N:9]3)[CH:3]=2)[CH:23]=[C:24]([Cl:26])[CH:25]=1, predict the reactants needed to synthesize it. The reactants are: Br[C:2]1[CH:3]=[C:4]([C:8]2([CH3:18])[CH2:13][N:12]3[CH:14]=[CH:15][N:16]=[C:11]3[C:10]([NH2:17])=[N:9]2)[CH:5]=[CH:6][CH:7]=1.[Cl:19][C:20]1[CH:21]=[C:22](B(O)O)[CH:23]=[C:24]([Cl:26])[CH:25]=1.C(=O)([O-])[O-].[K+].[K+]. (2) Given the product [CH2:1]([O:8][C:9]1[CH:16]=[CH:15][C:12]([CH2:13][N:17]2[CH2:22][CH2:21][NH:20][CH2:19][CH2:18]2)=[CH:11][CH:10]=1)[C:2]1[CH:7]=[CH:6][CH:5]=[CH:4][CH:3]=1, predict the reactants needed to synthesize it. The reactants are: [CH2:1]([O:8][C:9]1[CH:16]=[CH:15][C:12]([CH2:13]Cl)=[CH:11][CH:10]=1)[C:2]1[CH:7]=[CH:6][CH:5]=[CH:4][CH:3]=1.[NH:17]1[CH2:22][CH2:21][NH:20][CH2:19][CH2:18]1. (3) Given the product [Br:25][C:26]1[CH:27]=[C:28]([CH:31]=[C:32]([O:36][CH3:37])[C:33]=1[O:34][CH3:35])/[CH:29]=[C:10](/[C:11]([NH:13][C:14]1[CH:19]=[CH:18][CH:17]=[C:16]([C:20]([F:22])([F:23])[F:21])[CH:15]=1)=[O:12])\[C:9]([NH:8][C:6]1[CH:5]=[CH:4][N:3]=[C:2]([Cl:1])[CH:7]=1)=[O:24], predict the reactants needed to synthesize it. The reactants are: [Cl:1][C:2]1[CH:7]=[C:6]([NH:8][C:9](=[O:24])[CH2:10][C:11]([NH:13][C:14]2[CH:19]=[CH:18][CH:17]=[C:16]([C:20]([F:23])([F:22])[F:21])[CH:15]=2)=[O:12])[CH:5]=[CH:4][N:3]=1.[Br:25][C:26]1[CH:27]=[C:28]([CH:31]=[C:32]([O:36][CH3:37])[C:33]=1[O:34][CH3:35])[CH:29]=O. (4) Given the product [CH3:14][C:15]1([CH2:28][N:29]([C@@H:30]2[CH2:32][C@H:31]2[C:33]2[CH:38]=[CH:37][CH:36]=[CH:35][CH:34]=2)[C:6](=[O:11])[C:7]([F:8])([F:9])[F:10])[CH2:16][CH2:17][N:18]([C:21]([O:23][C:24]([CH3:25])([CH3:26])[CH3:27])=[O:22])[CH2:19][CH2:20]1, predict the reactants needed to synthesize it. The reactants are: [F:8][C:7]([F:10])([F:9])[C:6](O[C:6](=[O:11])[C:7]([F:10])([F:9])[F:8])=[O:11].[CH3:14][C:15]1([CH2:28][NH:29][C@@H:30]2[CH2:32][C@H:31]2[C:33]2[CH:38]=[CH:37][CH:36]=[CH:35][CH:34]=2)[CH2:20][CH2:19][N:18]([C:21]([O:23][C:24]([CH3:27])([CH3:26])[CH3:25])=[O:22])[CH2:17][CH2:16]1.C(N(CC)C(C)C)(C)C. (5) Given the product [C:1]([O:5][C:6]([N:8]1[CH2:12][CH2:11][CH:10]([C:13]2[N:47]=[CH:24][C:23]3[CH:22]=[C:21]4[N:20]([C:26]([C:33]5[CH:38]=[CH:37][CH:36]=[CH:35][CH:34]=5)([C:39]5[CH:44]=[CH:43][CH:42]=[CH:41][CH:40]=5)[C:27]5[CH:28]=[CH:29][CH:30]=[CH:31][CH:32]=5)[N:19]=[C:18]([Br:45])[C:17]4=[CH:16][C:15]=3[N:14]=2)[CH2:9]1)=[O:7])([CH3:4])([CH3:3])[CH3:2], predict the reactants needed to synthesize it. The reactants are: [C:1]([O:5][C:6]([N:8]1[CH2:12][CH2:11][CH:10]([C:13](=O)[NH:14][C:15]2[CH:16]=[C:17]3[C:21](=[CH:22][C:23]=2[CH:24]=O)[N:20]([C:26]([C:39]2[CH:44]=[CH:43][CH:42]=[CH:41][CH:40]=2)([C:33]2[CH:38]=[CH:37][CH:36]=[CH:35][CH:34]=2)[C:27]2[CH:32]=[CH:31][CH:30]=[CH:29][CH:28]=2)[N:19]=[C:18]3[Br:45])[CH2:9]1)=[O:7])([CH3:4])([CH3:3])[CH3:2].[NH4+:47].[OH-].